Task: Predict the reaction yield, written as a fraction of the theoretical maximum amount of product (1.0 means a 100% yield; for example, 0.34 means a 34% yield).. Dataset: Reaction yield outcomes from USPTO patents with 853,638 reactions (1) The reactants are [F:1][C:2]1[CH:7]=[CH:6][CH:5]=[C:4]([F:8])[C:3]=1[N:9]1[C:14]2[N:15]=[C:16](S(C)(=O)=O)[N:17]=[C:18]([C:19]3[CH:24]=[CH:23][C:22]([F:25])=[CH:21][C:20]=3[CH3:26])[C:13]=2[CH:12]=[CH:11][C:10]1=[O:31].[CH2:32]([NH2:35])[CH2:33][NH2:34]. The catalyst is C1COCC1.C(OC(C)=O)C.O. The product is [F:1][C:2]1[CH:7]=[CH:6][CH:5]=[C:4]([F:8])[C:3]=1[N:9]1[C:14]2[N:15]=[C:16]([NH:34][CH2:33][CH2:32][NH2:35])[N:17]=[C:18]([C:19]3[CH:24]=[CH:23][C:22]([F:25])=[CH:21][C:20]=3[CH3:26])[C:13]=2[CH:12]=[CH:11][C:10]1=[O:31]. The yield is 0.890. (2) The reactants are [CH:1]([NH:4][C:5](=[O:26])[C:6]1[CH:11]=[CH:10][C:9]([O:12][CH2:13][C:14]2[C:15]([C:20]3[CH:25]=[CH:24][CH:23]=[CH:22][CH:21]=3)=[N:16][O:17][C:18]=2[CH3:19])=[N:8][CH:7]=1)([CH3:3])[CH3:2].[CH3:27]C1ON=C(C2C=CC=CC=2)C=1COC1C=CC(C(NC2CCOCC2)=O)=CN=1. No catalyst specified. The product is [CH:1]([N:4]([CH3:27])[C:5](=[O:26])[C:6]1[CH:11]=[CH:10][C:9]([O:12][CH2:13][C:14]2[C:15]([C:20]3[CH:25]=[CH:24][CH:23]=[CH:22][CH:21]=3)=[N:16][O:17][C:18]=2[CH3:19])=[N:8][CH:7]=1)([CH3:3])[CH3:2]. The yield is 0.330. (3) The reactants are [Cl:1][C:2]1[N:3]=[C:4]([NH:15][C:16]2[C:17]([CH3:25])=[N:18][C:19]([O:23][CH3:24])=[C:20]([CH3:22])[CH:21]=2)[C:5](=[O:14])[N:6]([CH2:8][C@H:9](C2CC2)[OH:10])[CH:7]=1.[H-].[Na+].[C:28]1([N:34]=[C:35]=[O:36])[CH:33]=[CH:32][CH:31]=[CH:30][CH:29]=1.[CH2:37]1[CH2:41]OC[CH2:38]1. No catalyst specified. The product is [C:28]1([NH:34][C:35](=[O:36])[O:10][CH2:9][C@@H:8]([N:6]2[CH:7]=[C:2]([Cl:1])[N:3]=[C:4]([NH:15][C:16]3[C:17]([CH3:25])=[N:18][C:19]([O:23][CH3:24])=[C:20]([CH3:22])[CH:21]=3)[C:5]2=[O:14])[CH:38]2[CH2:37][CH2:41]2)[CH:33]=[CH:32][CH:31]=[CH:30][CH:29]=1. The yield is 0.520. (4) The reactants are C([O:3][C:4](=[O:45])[CH2:5][N:6]([S:33]([N:36]1[C:44]2[C:39](=[CH:40][CH:41]=[CH:42][CH:43]=2)[CH2:38][CH2:37]1)(=[O:35])=[O:34])[CH2:7][C:8]1[CH:13]=[CH:12][CH:11]=[C:10]([O:14][CH2:15][CH2:16][C:17]2[N:18]=[C:19]([C:23]3[CH:28]=[CH:27][C:26]([C:29]([F:32])([F:31])[F:30])=[CH:25][CH:24]=3)[O:20][C:21]=2[CH3:22])[CH:9]=1)C.O.[OH-].[Li+]. No catalyst specified. The product is [N:36]1([S:33]([N:6]([CH2:5][C:4]([OH:45])=[O:3])[CH2:7][C:8]2[CH:13]=[CH:12][CH:11]=[C:10]([O:14][CH2:15][CH2:16][C:17]3[N:18]=[C:19]([C:23]4[CH:24]=[CH:25][C:26]([C:29]([F:30])([F:31])[F:32])=[CH:27][CH:28]=4)[O:20][C:21]=3[CH3:22])[CH:9]=2)(=[O:35])=[O:34])[C:44]2[C:39](=[CH:40][CH:41]=[CH:42][CH:43]=2)[CH2:38][CH2:37]1. The yield is 0.990. (5) The reactants are [OH:1][C:2]1[CH:7]=[CH:6][C:5]([CH:8]=[CH:9][C:10]([NH:12][CH3:13])=[O:11])=[CH:4][CH:3]=1.Br[CH2:15][C:16]1[CH:21]=[CH:20][CH:19]=[C:18]([O:22][CH3:23])[CH:17]=1. No catalyst specified. The product is [CH3:23][O:22][C:18]1[CH:17]=[C:16]([CH:21]=[CH:20][CH:19]=1)[CH2:15][O:1][C:2]1[CH:3]=[CH:4][C:5]([CH:8]=[CH:9][C:10]([NH:12][CH3:13])=[O:11])=[CH:6][CH:7]=1. The yield is 0.600. (6) The reactants are CN(C)C=O.[C:6]([O:10][C:11]([N:13]1[CH2:17][CH2:16][CH2:15][CH:14]1[C:18]1[CH:22]=[C:21]([CH2:23]Br)[O:20][N:19]=1)=[O:12])([CH3:9])([CH3:8])[CH3:7].[CH2:25]([O:27][C:28](=[O:42])[CH:29]([NH:35][C:36]([O:38][CH2:39][CH:40]=[CH2:41])=[O:37])[C:30]([O:32][CH2:33][CH3:34])=[O:31])[CH3:26].C(=O)([O-])[O-].[Cs+].[Cs+]. The catalyst is C(OCC)C. The product is [CH2:33]([O:32][C:30](=[O:31])[C:29]([NH:35][C:36]([O:38][CH2:39][CH:40]=[CH2:41])=[O:37])([CH2:23][C:21]1[O:20][N:19]=[C:18]([CH:14]2[CH2:15][CH2:16][CH2:17][N:13]2[C:11]([O:10][C:6]([CH3:9])([CH3:8])[CH3:7])=[O:12])[CH:22]=1)[C:28]([O:27][CH2:25][CH3:26])=[O:42])[CH3:34]. The yield is 0.830. (7) The reactants are [NH2:1][C:2]1[C:3]2[N:4]([C:8]([C@@H:26]3[CH2:30][CH2:29][CH2:28][NH:27]3)=[N:9][C:10]=2[C:11]2[CH:25]=[CH:24][C:14]([C:15]([NH:17][C:18]3[CH:23]=[CH:22][CH:21]=[CH:20][N:19]=3)=[O:16])=[CH:13][CH:12]=2)[CH:5]=[CH:6][N:7]=1. The catalyst is C(O)(=O)C#CCCC. The product is [NH2:1][C:2]1[C:3]2[N:4]([C:8]([C@@H:26]3[CH2:30][CH2:29][CH2:28][N:27]3[C:15](=[O:16])[C:14]#[C:13][CH2:12][CH2:11][CH3:10])=[N:9][C:10]=2[C:11]2[CH:25]=[CH:24][C:14]([C:15]([NH:17][C:18]3[CH:23]=[CH:22][CH:21]=[CH:20][N:19]=3)=[O:16])=[CH:13][CH:12]=2)[CH:5]=[CH:6][N:7]=1. The yield is 0.262. (8) The reactants are C([O:3][C:4]([C:6]1[CH:7]=[C:8]2[C:12](=[CH:13][C:14]=1[NH:15][C:16]([C:18]1[C:27](=[O:28])[C:26]3[C:21](=[CH:22][CH:23]=[CH:24][CH:25]=3)[NH:20][CH:19]=1)=[O:17])[NH:11][CH:10]=[CH:9]2)=[O:5])C.[OH-].[Na+]. The catalyst is C1COCC1. The product is [O:28]=[C:27]1[C:26]2[C:21](=[CH:22][CH:23]=[CH:24][CH:25]=2)[NH:20][CH:19]=[C:18]1[C:16]([NH:15][C:14]1[CH:13]=[C:12]2[C:8]([CH:9]=[CH:10][NH:11]2)=[CH:7][C:6]=1[C:4]([OH:5])=[O:3])=[O:17]. The yield is 0.930. (9) The reactants are [F:1][CH:2]([F:17])[CH2:3][NH:4][CH:5]1[CH2:11][CH2:10][C:9]2[CH:12]=[C:13]([NH2:16])[CH:14]=[CH:15][C:8]=2[CH2:7][CH2:6]1.Cl[C:19]1[N:24]=[C:23]([NH:25][C:26]2[CH:31]=[CH:30][C:29]([N:32]3[CH2:37][CH2:36][O:35][CH2:34][CH2:33]3)=[CH:28][C:27]=2[O:38][CH3:39])[C:22]([Cl:40])=[CH:21][N:20]=1. No catalyst specified. The product is [Cl:40][C:22]1[C:23]([NH:25][C:26]2[CH:31]=[CH:30][C:29]([N:32]3[CH2:33][CH2:34][O:35][CH2:36][CH2:37]3)=[CH:28][C:27]=2[O:38][CH3:39])=[N:24][C:19]([NH:16][C:13]2[CH:14]=[CH:15][C:8]3[CH2:7][CH2:6][CH:5]([NH:4][CH2:3][CH:2]([F:17])[F:1])[CH2:11][CH2:10][C:9]=3[CH:12]=2)=[N:20][CH:21]=1. The yield is 0.630. (10) The reactants are [C:1]([N:4]1[CH2:9][CH2:8][C:7]2[N:10]([CH2:23][CH:24](O)[CH2:25][N:26]3[CH2:31][CH2:30][N:29]([C:32]4[CH:39]=[CH:38][CH:37]=[CH:36][C:33]=4[C:34]#[N:35])[CH2:28][CH2:27]3)[N:11]=[C:12]([C:13]3[CH:18]=[CH:17][C:16]([C:19]([F:22])([F:21])[F:20])=[CH:15][CH:14]=3)[C:6]=2[CH2:5]1)(=[O:3])[CH3:2].CCN(S(F)(F)[F:47])CC.CO.C(Cl)Cl. The catalyst is C(Cl)Cl. The product is [C:1]([N:4]1[CH2:9][CH2:8][C:7]2[N:10]([CH2:23][CH:24]([F:47])[CH2:25][N:26]3[CH2:31][CH2:30][N:29]([C:32]4[CH:39]=[CH:38][CH:37]=[CH:36][C:33]=4[C:34]#[N:35])[CH2:28][CH2:27]3)[N:11]=[C:12]([C:13]3[CH:18]=[CH:17][C:16]([C:19]([F:22])([F:21])[F:20])=[CH:15][CH:14]=3)[C:6]=2[CH2:5]1)(=[O:3])[CH3:2]. The yield is 0.500.